From a dataset of Reaction yield outcomes from USPTO patents with 853,638 reactions. Predict the reaction yield, written as a fraction of the theoretical maximum amount of product (1.0 means a 100% yield; for example, 0.34 means a 34% yield). (1) The reactants are [F:1][C:2]1[CH:3]=[C:4]([CH:6]=[CH:7][C:8]=1[O:9][C:10]1[CH:15]=[CH:14][N:13]=[C:12]2[CH:16]=[C:17](I)[S:18][C:11]=12)[NH2:5].[C:20]([Cu])#[N:21].[C-]#N.[Na+]. The catalyst is CN(C=O)C. The product is [NH2:5][C:4]1[CH:6]=[CH:7][C:8]([O:9][C:10]2[CH:15]=[CH:14][N:13]=[C:12]3[CH:16]=[C:17]([C:20]#[N:21])[S:18][C:11]=23)=[C:2]([F:1])[CH:3]=1. The yield is 0.490. (2) The reactants are [CH3:1][C:2]1[N:3]=[C:4]([C:17]2[CH:22]=[CH:21][CH:20]=[CH:19][CH:18]=2)[NH:5][C:6](=O)[C:7]=1[CH:8]([CH2:13][CH2:14][CH3:15])[C:9]([O:11][CH3:12])=[O:10].P(Cl)(Cl)([Cl:25])=O.CN(C)C1C=CC=CC=1. The catalyst is C1(C)C=CC=CC=1. The product is [Cl:25][C:6]1[C:7]([CH:8]([CH2:13][CH2:14][CH3:15])[C:9]([O:11][CH3:12])=[O:10])=[C:2]([CH3:1])[N:3]=[C:4]([C:17]2[CH:22]=[CH:21][CH:20]=[CH:19][CH:18]=2)[N:5]=1. The yield is 0.730.